This data is from Forward reaction prediction with 1.9M reactions from USPTO patents (1976-2016). The task is: Predict the product of the given reaction. (1) Given the reactants [Cl:1][C:2]1[CH:3]=[C:4]([C:14]([C:17]2[CH:22]=[CH:21][CH:20]=[C:19]([Cl:23])[CH:18]=2)=[N:15]O)[CH:5]=[CH:6][C:7]=1[CH2:8][N:9]1[CH2:13][CH2:12][CH2:11][CH2:10]1.ClC1C2C(=CC(Cl)=CC=2)N=CC=1.[Cl:36][C:37]1[CH:46]=[C:45]2[C:40]([C:41]([NH2:67])=[CH:42][CH2:43]N2C(C2C=CC=C(Cl)C=2)C2C=CC(CN3CCCC3)=CC=2)=[CH:39][CH:38]=1, predict the reaction product. The product is: [Cl:36][C:37]1[CH:46]=[C:45]2[C:40]([C:41]([NH2:67])=[CH:42][CH2:43][N:15]2[CH:14]([C:4]2[CH:5]=[CH:6][C:7]([CH2:8][N:9]3[CH2:13][CH2:12][CH2:11][CH2:10]3)=[C:2]([Cl:1])[CH:3]=2)[C:17]2[CH:22]=[CH:21][CH:20]=[C:19]([Cl:23])[CH:18]=2)=[CH:39][CH:38]=1. (2) Given the reactants [Br:1][C:2]1[CH:3]=[CH:4][C:5]2[S:9][CH:8]=[CH:7][C:6]=2[CH:10]=1.C([Li])(C)(C)C.[CH3:16][N:17]1[CH2:26][C:25](=[O:27])[C:24]2[C:19](=[CH:20][CH:21]=[CH:22][CH:23]=2)[CH2:18]1, predict the reaction product. The product is: [S:9]1[CH:8]=[CH:7][C:6]2[CH:10]=[C:2]([C:25]3([OH:27])[C:24]4[C:19](=[CH:20][CH:21]=[CH:22][CH:23]=4)[CH2:18][N:17]([CH3:16])[CH2:26]3)[CH:3]=[CH:4][C:5]1=2.[Br:1][C:2]1[CH:3]=[CH:4][C:5]2[S:9][C:8]([C:25]3([OH:27])[C:24]4[C:19](=[CH:20][CH:21]=[CH:22][CH:23]=4)[CH2:18][N:17]([CH3:16])[CH2:26]3)=[CH:7][C:6]=2[CH:10]=1. (3) Given the reactants [CH3:1][N:2]1[C:7](=[O:8])[N:6]([CH3:9])[C:5](=[O:10])[C:4]([N:11]2[CH2:16][CH2:15][NH:14][CH2:13][CH2:12]2)=[N:3]1.CCN(CC)CC.Br[CH2:25][C:26]1[CH:31]=[CH:30][C:29]([F:32])=[CH:28][C:27]=1[C:33]([F:36])([F:35])[F:34].O, predict the reaction product. The product is: [F:32][C:29]1[CH:30]=[CH:31][C:26]([CH2:25][N:14]2[CH2:13][CH2:12][N:11]([C:4]3[C:5](=[O:10])[N:6]([CH3:9])[C:7](=[O:8])[N:2]([CH3:1])[N:3]=3)[CH2:16][CH2:15]2)=[C:27]([C:33]([F:34])([F:35])[F:36])[CH:28]=1. (4) Given the reactants [Br:1][C:2]1[CH:3]=[CH:4][C:5]([Cl:12])=[C:6]([S:8](Cl)(=[O:10])=[O:9])[CH:7]=1.[CH3:13][O:14][C:15]1[CH:20]=[CH:19][CH:18]=[CH:17][C:16]=1[CH2:21][CH2:22][NH2:23].CCN(C(C)C)C(C)C.Cl, predict the reaction product. The product is: [Br:1][C:2]1[CH:3]=[CH:4][C:5]([Cl:12])=[C:6]([S:8]([NH:23][CH2:22][CH2:21][C:16]2[CH:17]=[CH:18][CH:19]=[CH:20][C:15]=2[O:14][CH3:13])(=[O:10])=[O:9])[CH:7]=1. (5) Given the reactants [Cl:1][C:2]1[CH:10]=[CH:9][C:8]([C:11]2[C:12]([C@@H:26]([NH:36][C:37](=[O:53])[CH2:38]N3C4C(F)(F)[C@@H]5C[C@@H]5C=4C(C(F)F)=N3)[CH2:27][C:28]3[CH:33]=[C:32]([F:34])[CH:31]=[C:30]([F:35])[CH:29]=3)=[N:13][C:14]([C:17]#[C:18][C:19]3([OH:25])[CH2:22][C:21]([F:24])([F:23])[CH2:20]3)=[CH:15][CH:16]=2)=[C:7]2[C:3]=1[C:4]([NH:55][S:56]([CH3:59])(=[O:58])=[O:57])=[N:5][N:6]2[CH3:54].N[C@H](C1C(C2C=CC(Cl)=C3C=2N(C)N=C3NS(C)(=O)=O)=CC=C(C#CC2(O)CC(F)(F)C2)N=1)CC1C=C(F)C=C(F)C=1.[F:102][CH:103]([F:121])[C:104]1[C:112]2[C:111]([F:114])([F:113])[CH2:110][CH2:109][C:108]([F:116])([F:115])[C:107]=2[N:106](CC(O)=O)[N:105]=1, predict the reaction product. The product is: [Cl:1][C:2]1[CH:10]=[CH:9][C:8]([C:11]2[C:12]([C@@H:26]([NH:36][C:37](=[O:53])[CH2:38][N:106]3[C:107]4[C:108]([F:115])([F:116])[CH2:109][CH2:110][C:111]([F:114])([F:113])[C:112]=4[C:104]([CH:103]([F:121])[F:102])=[N:105]3)[CH2:27][C:28]3[CH:33]=[C:32]([F:34])[CH:31]=[C:30]([F:35])[CH:29]=3)=[N:13][C:14]([C:17]#[C:18][C:19]3([OH:25])[CH2:22][C:21]([F:24])([F:23])[CH2:20]3)=[CH:15][CH:16]=2)=[C:7]2[C:3]=1[C:4]([NH:55][S:56]([CH3:59])(=[O:58])=[O:57])=[N:5][N:6]2[CH3:54].